Dataset: Catalyst prediction with 721,799 reactions and 888 catalyst types from USPTO. Task: Predict which catalyst facilitates the given reaction. (1) The catalyst class is: 6. Reactant: [OH-].[Na+].[CH3:3][O:4][C:5]1[C:10]([NH:11][CH2:12][C:13]([O:15]CC)=[O:14])=[CH:9][C:8]([CH2:18][S:19](/[CH:22]=[CH:23]/[C:24]2[C:29]([O:30][CH3:31])=[CH:28][C:27]([O:32][CH3:33])=[CH:26][C:25]=2[O:34][CH3:35])(=[O:21])=[O:20])=[CH:7][N:6]=1.Cl. Product: [CH3:3][O:4][C:5]1[C:10]([NH:11][CH2:12][C:13]([OH:15])=[O:14])=[CH:9][C:8]([CH2:18][S:19](/[CH:22]=[CH:23]/[C:24]2[C:29]([O:30][CH3:31])=[CH:28][C:27]([O:32][CH3:33])=[CH:26][C:25]=2[O:34][CH3:35])(=[O:21])=[O:20])=[CH:7][N:6]=1. (2) Reactant: Cl[CH2:2][CH2:3][C:4]([C:6]1[CH:11]=[C:10]([Cl:12])[C:9]([OH:13])=[CH:8][C:7]=1[OH:14])=[O:5].[OH-].[Na+].Cl. Product: [Cl:12][C:10]1[CH:11]=[C:6]2[C:7](=[CH:8][C:9]=1[OH:13])[O:14][CH2:2][CH2:3][C:4]2=[O:5]. The catalyst class is: 6. (3) Reactant: [CH3:1][C:2]1[NH:3][CH:4]=[C:5]([C:7]([OH:9])=O)[N:6]=1.C1C=CC2N(O)N=NC=2C=1.CCN=C=NCCCN(C)C.[OH:31][CH2:32][CH2:33][NH:34][CH:35]1[CH2:40][CH2:39][N:38]([C:41]([O:43][C:44]([CH3:47])([CH3:46])[CH3:45])=[O:42])[CH2:37][CH2:36]1. Product: [OH:31][CH2:32][CH2:33][N:34]([C:7]([C:5]1[N:6]=[C:2]([CH3:1])[NH:3][CH:4]=1)=[O:9])[CH:35]1[CH2:40][CH2:39][N:38]([C:41]([O:43][C:44]([CH3:47])([CH3:46])[CH3:45])=[O:42])[CH2:37][CH2:36]1. The catalyst class is: 556. (4) Reactant: [Cl:1][C:2]1[C:3]([O:14][C@H:15]2[CH2:19][N:18](C(OC(C)(C)C)=O)[C@H:17]([C:27]([O:29][CH3:30])=[O:28])[CH2:16]2)=[N:4][C:5]2[C:10]([N:11]=1)=[CH:9][CH:8]=[C:7]([O:12][CH3:13])[CH:6]=2.Cl.O1CCOCC1. Product: [ClH:1].[Cl:1][C:2]1[C:3]([O:14][C@H:15]2[CH2:19][NH:18][C@H:17]([C:27]([O:29][CH3:30])=[O:28])[CH2:16]2)=[N:4][C:5]2[C:10]([N:11]=1)=[CH:9][CH:8]=[C:7]([O:12][CH3:13])[CH:6]=2. The catalyst class is: 2. (5) Reactant: [C:1]1(CC(O)=O)[CH:6]=[CH:5][CH:4]=[CH:3][CH:2]=1.C([N:13]([CH2:16][CH3:17])CC)C.F[P-](F)(F)(F)(F)F.N1(OC(N(C)C)=[N+](C)C)C2N=CC=CC=2N=N1.COC1C=CC(P2(=S)SP(=S)(C3C=CC(OC)=CC=3)[S:51]2)=CC=1.Br[CH2:65][C:66](=O)[C:67]([OH:69])=[O:68]. Product: [CH2:17]([C:16]1[S:51][CH:65]=[C:66]([C:67]([OH:69])=[O:68])[N:13]=1)[C:1]1[CH:6]=[CH:5][CH:4]=[CH:3][CH:2]=1. The catalyst class is: 348. (6) Reactant: [C:1]([C:5]1[C:14]2[O:13][CH2:12][CH2:11][N:10]([CH3:15])[C:9]=2[CH:8]=[C:7]([C:16](=[O:18])[CH3:17])[CH:6]=1)([CH3:4])([CH3:3])[CH3:2].[Br-:19].[Br-].[Br-].C([N+](CCCC)(CCCC)CCCC)CCC.C([N+](CCCC)(CCCC)CCCC)CCC.C([N+](CCCC)(CCCC)CCCC)CCC.[Br-].[Br-].[Br-].C([NH3+])CCC.C([NH3+])CCC.C([NH3+])CCC. Product: [Br:19][CH2:17][C:16]([C:7]1[CH:6]=[C:5]([C:1]([CH3:4])([CH3:2])[CH3:3])[C:14]2[O:13][CH2:12][CH2:11][N:10]([CH3:15])[C:9]=2[CH:8]=1)=[O:18]. The catalyst class is: 15. (7) Reactant: [OH:1][C:2]1[C:3]([C:22]([NH:24][CH2:25][C:26]([O:28]CC)=[O:27])=[O:23])=[C:4]2[C:9](=[CH:10][CH:11]=1)[N:8]=[C:7]([NH:12][CH2:13][CH2:14][CH3:15])[C:6]([C:16]1[CH:21]=[CH:20][CH:19]=[CH:18][CH:17]=1)=[N:5]2.[OH-].[Na+]. Product: [OH:1][C:2]1[C:3]([C:22]([NH:24][CH2:25][C:26]([OH:28])=[O:27])=[O:23])=[C:4]2[C:9](=[CH:10][CH:11]=1)[N:8]=[C:7]([NH:12][CH2:13][CH2:14][CH3:15])[C:6]([C:16]1[CH:21]=[CH:20][CH:19]=[CH:18][CH:17]=1)=[N:5]2. The catalyst class is: 8. (8) Reactant: [Br:1][C:2]1[CH:7]=[CH:6][C:5]([CH:8]([C:25]2[CH:30]=[CH:29][CH:28]=[CH:27][C:26]=2[CH3:31])[CH2:9][C:10]([CH:12]2[CH2:17][CH2:16][N:15](C(OC(C)(C)C)=O)[CH2:14][CH2:13]2)=[O:11])=[CH:4][CH:3]=1.Cl. Product: [Br:1][C:2]1[CH:7]=[CH:6][C:5]([CH:8]([C:25]2[CH:30]=[CH:29][CH:28]=[CH:27][C:26]=2[CH3:31])[CH2:9][C:10]([CH:12]2[CH2:17][CH2:16][NH:15][CH2:14][CH2:13]2)=[O:11])=[CH:4][CH:3]=1. The catalyst class is: 12. (9) Reactant: [NH2:1][C:2]1[CH:3]=[CH:4][C:5]2[S:9][C:8]([S:10]([NH:13][C:14]3[CH:15]=[C:16]([CH:21]=[CH:22][CH:23]=3)[C:17]([O:19]C)=[O:18])(=[O:12])=[O:11])=[C:7]([CH3:24])[C:6]=2[CH:25]=1.[C:26](OC(=O)C)(=[O:28])[CH3:27].N1C=CC=CC=1.[Li+].[OH-]. Product: [C:26]([NH:1][C:2]1[CH:3]=[CH:4][C:5]2[S:9][C:8]([S:10]([NH:13][C:14]3[CH:15]=[C:16]([CH:21]=[CH:22][CH:23]=3)[C:17]([OH:19])=[O:18])(=[O:12])=[O:11])=[C:7]([CH3:24])[C:6]=2[CH:25]=1)(=[O:28])[CH3:27]. The catalyst class is: 2.